From a dataset of Forward reaction prediction with 1.9M reactions from USPTO patents (1976-2016). Predict the product of the given reaction. (1) Given the reactants C(OC(=O)[NH:7][C:8]1[CH:13]=[CH:12][C:11]([C:14]2[C:22]3[C:17](=[N:18][C:19]([S:23]([CH3:26])(=[O:25])=[O:24])=[N:20][CH:21]=3)[N:16]([CH3:27])[N:15]=2)=[CH:10][CH:9]=1)(C)(C)C, predict the reaction product. The product is: [CH3:26][S:23]([C:19]1[N:18]=[C:17]2[N:16]([CH3:27])[N:15]=[C:14]([C:11]3[CH:12]=[CH:13][C:8]([NH2:7])=[CH:9][CH:10]=3)[C:22]2=[CH:21][N:20]=1)(=[O:25])=[O:24]. (2) Given the reactants [CH3:1][C:2]1([CH3:16])[C:6]([CH3:8])([CH3:7])[O:5][B:4]([C:9]2[CH:14]=[CH:13][CH:12]=[CH:11][C:10]=2[OH:15])[O:3]1.C([O-])([O-])=O.[Cs+].[Cs+].Br[CH2:24][C:25]1[CH:30]=[CH:29][CH:28]=[C:27]([F:31])[CH:26]=1, predict the reaction product. The product is: [F:31][C:27]1[CH:26]=[C:25]([CH2:24][O:15][C:10]2[CH:11]=[CH:12][CH:13]=[CH:14][C:9]=2[B:4]2[O:3][C:2]([CH3:16])([CH3:1])[C:6]([CH3:7])([CH3:8])[O:5]2)[CH:30]=[CH:29][CH:28]=1. (3) Given the reactants Br[C:2]1[CH:8]=[CH:7][C:5]([NH2:6])=[C:4]([F:9])[CH:3]=1.[B:10]1([B:10]2[O:14][C:13]([CH3:16])([CH3:15])[C:12]([CH3:18])([CH3:17])[O:11]2)[O:14][C:13]([CH3:16])([CH3:15])[C:12]([CH3:18])([CH3:17])[O:11]1.C([O-])(=O)C.[K+], predict the reaction product. The product is: [F:9][C:4]1[CH:3]=[C:2]([B:10]2[O:14][C:13]([CH3:16])([CH3:15])[C:12]([CH3:18])([CH3:17])[O:11]2)[CH:8]=[CH:7][C:5]=1[NH2:6]. (4) Given the reactants [Cl:1][C:2]1[CH:7]=[C:6]([Cl:8])[CH:5]=[CH:4][C:3]=1[C:9]1[N:10]=[C:11](/[CH:16]=[CH:17]/[C:18]2[CH:23]=[CH:22][C:21]([C:24]3[CH:29]=[CH:28][C:27]([OH:30])=[CH:26][CH:25]=3)=[CH:20][CH:19]=2)[N:12]([CH2:14][CH3:15])[CH:13]=1.F[C:32]1[CH:41]=[CH:40][C:35]([C:36]([O:38][CH3:39])=[O:37])=[C:34]([N+:42]([O-:44])=[O:43])[CH:33]=1, predict the reaction product. The product is: [CH3:39][O:38][C:36](=[O:37])[C:35]1[CH:40]=[CH:41][C:32]([O:30][C:27]2[CH:26]=[CH:25][C:24]([C:21]3[CH:22]=[CH:23][C:18](/[CH:17]=[CH:16]/[C:11]4[N:12]([CH2:14][CH3:15])[CH:13]=[C:9]([C:3]5[CH:4]=[CH:5][C:6]([Cl:8])=[CH:7][C:2]=5[Cl:1])[N:10]=4)=[CH:19][CH:20]=3)=[CH:29][CH:28]=2)=[CH:33][C:34]=1[N+:42]([O-:44])=[O:43].